The task is: Binary Classification. Given a drug SMILES string, predict its activity (active/inactive) in a high-throughput screening assay against a specified biological target.. This data is from Serine/threonine kinase 33 screen with 319,792 compounds. (1) The compound is S(=O)(=O)(N(C1CCCCC1)C)c1cc2c(n(cc(c2=O)C(=O)N2CCN(CC2)C(OCC)=O)CC)cc1. The result is 0 (inactive). (2) The compound is O=C(N1C(Cc2c1cccc2)C)c1cc2OCOc2cc1. The result is 0 (inactive).